The task is: Predict the product of the given reaction.. This data is from Forward reaction prediction with 1.9M reactions from USPTO patents (1976-2016). (1) Given the reactants [OH:1][C:2]1[C:7]2[C:8]([O:11][CH2:12][CH:13]3[CH2:18][CH2:17][N:16]([CH2:19][C:20]4([C:25]([O:27][CH3:28])=[O:26])[CH2:24][CH2:23][CH2:22][CH2:21]4)[CH2:15][CH2:14]3)=[N:9][O:10][C:6]=2[CH:5]=[CH:4][CH:3]=1.O[CH2:30][CH:31]1[CH2:36]CN([CH2:30][C:31]2(C(OC)=O)[CH2:36]CC[CH2:32]2)C[CH2:32]1, predict the reaction product. The product is: [CH2:30]([O:1][C:2]1[C:7]2[C:8]([O:11][CH2:12][CH:13]3[CH2:18][CH2:17][N:16]([CH2:19][C:20]4([C:25]([O:27][CH3:28])=[O:26])[CH2:24][CH2:23][CH2:22][CH2:21]4)[CH2:15][CH2:14]3)=[N:9][O:10][C:6]=2[CH:5]=[CH:4][CH:3]=1)[CH:31]([CH3:36])[CH3:32]. (2) The product is: [NH2:16][C:15]1[O:11][C:4]([C:3]([OH:10])([CH2:8][CH3:9])[CH2:1][CH3:2])=[N:13][N:12]=1. Given the reactants [CH2:1]([C:3]([OH:10])([CH2:8][CH3:9])[C:4](OC)=O)[CH3:2].[OH2:11].[NH2:12][NH2:13].Br[C:15]#[N:16], predict the reaction product. (3) Given the reactants [CH:1]([C:3]1[CH:8]=[CH:7][CH:6]=[C:5]([CH3:9])[C:4]=1[C:10]1[CH:15]=[CH:14][CH:13]=[C:12]([C:16]([O:18][CH3:19])=[O:17])[CH:11]=1)=O.[I-].[CH:21]([P+](C1C=CC=CC=1)(C1C=CC=CC=1)C1C=CC=CC=1)([CH3:23])[CH3:22], predict the reaction product. The product is: [CH2:1]([C:3]1[CH:8]=[CH:7][CH:6]=[C:5]([CH3:9])[C:4]=1[C:10]1[CH:15]=[CH:14][CH:13]=[C:12]([C:16]([O:18][CH3:19])=[O:17])[CH:11]=1)[CH:21]([CH3:23])[CH3:22]. (4) Given the reactants [OH:1][C:2]([CH3:40])([CH3:39])[CH:3]([NH:15][C:16]([N:18]1[CH2:23][C:22](=[O:24])[N:21](COCC[Si](C)(C)C)[C:20]2[CH:33]=[C:34]([O:37][CH3:38])[CH:35]=[N:36][C:19]1=2)=[O:17])[C:4]1[CH:9]=[CH:8][C:7]([O:10][C:11]([F:14])([F:13])[F:12])=[CH:6][CH:5]=1.FC(F)(F)C(O)=O, predict the reaction product. The product is: [OH:1][C:2]([CH3:40])([CH3:39])[CH:3]([NH:15][C:16]([N:18]1[CH2:23][C:22](=[O:24])[NH:21][C:20]2[CH:33]=[C:34]([O:37][CH3:38])[CH:35]=[N:36][C:19]1=2)=[O:17])[C:4]1[CH:9]=[CH:8][C:7]([O:10][C:11]([F:12])([F:14])[F:13])=[CH:6][CH:5]=1. (5) Given the reactants C(O[C:4](=[O:18])[C:5]1[CH:15]=[C:14]([OH:16])[C:8]([C:9]([O:11][CH2:12][CH3:13])=[O:10])=[CH:7][C:6]=1[OH:17])C.[CH2:19]([NH2:26])[C:20]1[CH:25]=[CH:24][CH:23]=[CH:22][CH:21]=1.O.Cl, predict the reaction product. The product is: [CH2:12]([O:11][C:9](=[O:10])[C:8]1[CH:7]=[C:6]([OH:17])[C:5]([C:4]([NH:26][CH2:19][C:20]2[CH:25]=[CH:24][CH:23]=[CH:22][CH:21]=2)=[O:18])=[CH:15][C:14]=1[OH:16])[CH3:13]. (6) Given the reactants [CH2:1]([O:8][C:9]1[CH:17]=[C:16]2[C:12]([CH:13]=[CH:14][NH:15]2)=[CH:11][CH:10]=1)[C:2]1[CH:7]=[CH:6][CH:5]=[CH:4][CH:3]=1.[NH2:18][C:19]1[N:24]=[C:23](Cl)[CH:22]=[CH:21][N:20]=1, predict the reaction product. The product is: [CH2:1]([O:8][C:9]1[CH:17]=[C:16]2[C:12]([CH:13]=[CH:14][N:15]2[C:21]2[CH:22]=[CH:23][N:24]=[C:19]([NH2:18])[N:20]=2)=[CH:11][CH:10]=1)[C:2]1[CH:3]=[CH:4][CH:5]=[CH:6][CH:7]=1.